Dataset: Reaction yield outcomes from USPTO patents with 853,638 reactions. Task: Predict the reaction yield, written as a fraction of the theoretical maximum amount of product (1.0 means a 100% yield; for example, 0.34 means a 34% yield). The reactants are [NH2:1][C@H:2]([C:11]([OH:13])=[O:12])[CH2:3][C:4]1[CH:9]=[CH:8][C:7]([OH:10])=[CH:6][CH:5]=1.[C:14]([O:18][C:19](O[C:19]([O:18][C:14]([CH3:17])([CH3:16])[CH3:15])=[O:20])=[O:20])([CH3:17])([CH3:16])[CH3:15].[OH-:29].[K+]. The catalyst is O.C(O)(C)C. The product is [C:19]([NH:1][C@H:2]([C:11]([OH:13])=[O:12])[CH2:3][C:4]1[CH:5]=[CH:6][C:7]([O:10][C:19]([O:18][C:14]([CH3:17])([CH3:16])[CH3:15])=[O:20])=[CH:8][CH:9]=1)([O:18][C:14]([CH3:17])([CH3:16])[CH3:15])=[O:29]. The yield is 0.920.